Dataset: Full USPTO retrosynthesis dataset with 1.9M reactions from patents (1976-2016). Task: Predict the reactants needed to synthesize the given product. (1) Given the product [N:24]([CH2:2][CH2:3][C:4]1[CH:11]=[CH:10][C:7]([C:8]#[N:9])=[CH:6][CH:5]=1)=[N+:25]=[N-:26], predict the reactants needed to synthesize it. The reactants are: O[CH2:2][CH2:3][C:4]1[CH:11]=[CH:10][C:7]([C:8]#[N:9])=[CH:6][CH:5]=1.CCN(CC)CC.CS(Cl)(=O)=O.[N-:24]=[N+:25]=[N-:26].[Na+]. (2) Given the product [C:12]([C:8]1[CH:9]=[C:10]([CH3:11])[C:5]([C:3]([NH2:14])=[O:2])=[N:6][CH:7]=1)#[N:13], predict the reactants needed to synthesize it. The reactants are: C[O:2][C:3]([C:5]1[C:10]([CH3:11])=[CH:9][C:8]([C:12]#[N:13])=[CH:7][N:6]=1)=O.[NH3:14]. (3) Given the product [O:11]=[C:12]1[CH:18]([N:19]2[CH2:24][CH2:23][N:22]([C:25]([O:27][C:28]([CH3:31])([CH3:30])[CH3:29])=[O:26])[CH2:21][CH2:20]2)[C:17]2[CH:32]=[CH:33][CH:34]=[CH:35][C:16]=2[O:15][CH2:14][CH2:13]1, predict the reactants needed to synthesize it. The reactants are: C(Cl)(=O)C(Cl)=O.CS(C)=O.[OH:11][C@H:12]1[C@H:18]([N:19]2[CH2:24][CH2:23][N:22]([C:25]([O:27][C:28]([CH3:31])([CH3:30])[CH3:29])=[O:26])[CH2:21][CH2:20]2)[C:17]2[CH:32]=[CH:33][CH:34]=[CH:35][C:16]=2[O:15][CH2:14][CH2:13]1.C(N(CC)CC)C. (4) Given the product [Cl:17][C:12]1[CH:11]=[C:10]([CH:15]=[CH:14][C:13]=1[Cl:16])[CH2:9][N:7]([CH3:8])[C:6]([C:5]1[CH2:38][N:37]([CH2:36][CH2:35][CH2:34][N:27]2[CH:31]=[CH:30][N:29]=[CH:28]2)[C:3](=[O:20])[C:4]=1[OH:19])=[O:18], predict the reactants needed to synthesize it. The reactants are: CO[C:3](=[O:20])[C:4]([OH:19])=[CH:5][C:6](=[O:18])[N:7]([CH2:9][C:10]1[CH:15]=[CH:14][C:13]([Cl:16])=[C:12]([Cl:17])[CH:11]=1)[CH3:8].C=O.C(N[N:27]1[CH:31]=[CH:30][N:29]=[CH:28]1)CC.ClC1[CH:34]=[C:35](C=CC=1Cl)[CH2:36][N:37](C)[C:38](C1CN(C)C(=O)C=1O)=O. (5) Given the product [NH2:22][C:16]1[CH:15]=[C:14]([C:11]2[CH:12]=[CH:13][C:8]([O:7][C:6]3[CH:36]=[CH:37][CH:38]=[CH:39][C:5]=3[C:1]([CH3:4])([CH3:3])[CH3:2])=[C:9]([NH:25][C:26]([NH:28][C:29]3[CH:30]=[CH:31][C:32]([CH3:35])=[CH:33][CH:34]=3)=[O:27])[CH:10]=2)[CH:19]=[CH:18][C:17]=1[O:20][CH3:21], predict the reactants needed to synthesize it. The reactants are: [C:1]([C:5]1[CH:39]=[CH:38][CH:37]=[CH:36][C:6]=1[O:7][C:8]1[CH:13]=[CH:12][C:11]([C:14]2[CH:19]=[CH:18][C:17]([O:20][CH3:21])=[C:16]([N+:22]([O-])=O)[CH:15]=2)=[CH:10][C:9]=1[NH:25][C:26]([NH:28][C:29]1[CH:34]=[CH:33][C:32]([CH3:35])=[CH:31][CH:30]=1)=[O:27])([CH3:4])([CH3:3])[CH3:2].[Cl-].[NH4+].O.